From a dataset of Full USPTO retrosynthesis dataset with 1.9M reactions from patents (1976-2016). Predict the reactants needed to synthesize the given product. (1) Given the product [F:60][C:14]1([F:13])[CH2:19][CH2:18][CH:17]([C:20]2[C:29]3[CH:28]([OH:30])[CH2:27][C:26]([CH3:40])([CH3:41])[CH2:25][C:24]=3[N:23]=[C:22]([CH:42]3[CH2:47][CH2:46][N:45]([C:2]4[N:7]=[CH:6][C:5]([CH2:8][CH2:9][CH2:10][CH2:11][CH3:12])=[CH:4][N:3]=4)[CH2:44][CH2:43]3)[C:21]=2[CH:48]([F:59])[C:49]2[CH:54]=[CH:53][C:52]([C:55]([F:57])([F:58])[F:56])=[CH:51][CH:50]=2)[CH2:16][CH2:15]1, predict the reactants needed to synthesize it. The reactants are: Cl[C:2]1[N:7]=[CH:6][C:5]([CH2:8][CH2:9][CH2:10][CH2:11][CH3:12])=[CH:4][N:3]=1.[F:13][C:14]1([F:60])[CH2:19][CH2:18][CH:17]([C:20]2[C:29]3[CH:28]([O:30]CC4C=CC(OC)=CC=4)[CH2:27][C:26]([CH3:41])([CH3:40])[CH2:25][C:24]=3[N:23]=[C:22]([CH:42]3[CH2:47][CH2:46][NH:45][CH2:44][CH2:43]3)[C:21]=2[CH:48]([F:59])[C:49]2[CH:54]=[CH:53][C:52]([C:55]([F:58])([F:57])[F:56])=[CH:51][CH:50]=2)[CH2:16][CH2:15]1. (2) Given the product [C:41](/[CH:40]=[CH:39]/[C:35]1[CH:34]=[C:33]([CH:38]=[CH:37][CH:36]=1)[CH2:32][N:10]1[CH:9]([C:6]2[CH:5]=[CH:4][C:3]([C:1]#[N:2])=[CH:8][CH:7]=2)[C:14]([C:15]([OH:17])=[O:16])=[C:13]([CH3:20])[N:12]([C:21]2[CH:26]=[CH:25][CH:24]=[C:23]([C:27]([F:28])([F:30])[F:29])[CH:22]=2)[C:11]1=[O:31])([OH:43])=[O:42], predict the reactants needed to synthesize it. The reactants are: [C:1]([C:3]1[CH:8]=[CH:7][C:6]([CH:9]2[C:14]([C:15]([O:17]CC)=[O:16])=[C:13]([CH3:20])[N:12]([C:21]3[CH:26]=[CH:25][CH:24]=[C:23]([C:27]([F:30])([F:29])[F:28])[CH:22]=3)[C:11](=[O:31])[N:10]2[CH2:32][C:33]2[CH:38]=[CH:37][CH:36]=[C:35](/[CH:39]=[CH:40]/[C:41]([O:43]CC)=[O:42])[CH:34]=2)=[CH:5][CH:4]=1)#[N:2].[OH-].[Na+].C(O)C.Cl. (3) Given the product [NH2:26][C:7]1[CH:6]=[C:5]([Br:4])[C:24]([CH3:25])=[CH:23][C:8]=1[C:9]([NH:11][NH:12][C:13]1[CH:18]=[C:17]([Cl:19])[CH:16]=[CH:15][C:14]=1[S:20][CH2:21][CH3:22])=[O:10], predict the reactants needed to synthesize it. The reactants are: [Sn](Cl)Cl.[Br:4][C:5]1[C:24]([CH3:25])=[CH:23][C:8]([C:9]([NH:11][NH:12][C:13]2[CH:18]=[C:17]([Cl:19])[CH:16]=[CH:15][C:14]=2[S:20][CH2:21][CH3:22])=[O:10])=[C:7]([N+:26]([O-])=O)[CH:6]=1.[OH-].[Na+]. (4) The reactants are: [CH3:1][O:2][CH2:3][C:4]1[N:5]=[C:6]([NH:18][C:19](=[O:21])[CH3:20])[S:7][C:8]=1[C:9]1[S:10][C:11]2[CH:12]=[N:13][CH:14]=[CH:15][C:16]=2[N:17]=1.C([O-])([O-])=O.[Cs+].[Cs+].CN(C=O)C.[F:33][C:34]([F:58])([F:57])[C:35]1[CH:56]=[CH:55][C:38]([CH2:39][CH:40]2[CH2:42][N@@:41]2[S:43]([C:46]2[CH:51]=[CH:50][C:49]([N+:52]([O-:54])=[O:53])=[CH:48][CH:47]=2)(=[O:45])=[O:44])=[CH:37][CH:36]=1. Given the product [CH3:1][O:2][CH2:3][C:4]1[N:5]=[C:6]([N:18]([CH2:42][C@@H:40]([NH:41][S:43]([C:46]2[CH:47]=[CH:48][C:49]([N+:52]([O-:54])=[O:53])=[CH:50][CH:51]=2)(=[O:44])=[O:45])[CH2:39][C:38]2[CH:55]=[CH:56][C:35]([C:34]([F:57])([F:33])[F:58])=[CH:36][CH:37]=2)[C:19](=[O:21])[CH3:20])[S:7][C:8]=1[C:9]1[S:10][C:11]2[CH:12]=[N:13][CH:14]=[CH:15][C:16]=2[N:17]=1, predict the reactants needed to synthesize it.